This data is from Full USPTO retrosynthesis dataset with 1.9M reactions from patents (1976-2016). The task is: Predict the reactants needed to synthesize the given product. (1) The reactants are: [Cl:1][C:2]1[CH:3]=[CH:4][C:5]2[N:11]3[CH:12]=[CH:13][CH:14]=[C:10]3[C@@H:9]([CH2:15][CH2:16][C:17]3[N:18]=[N:19][N:20]([CH2:22][C:23]([O:25]CC)=[O:24])[CH:21]=3)[O:8][C@H:7]([C:28]3[CH:33]=[CH:32][CH:31]=[C:30]([O:34][CH3:35])[C:29]=3[O:36][CH3:37])[C:6]=2[CH:38]=1.O.C(=O)([O-])[O-].[K+].[K+].C(O)(=O)CC(CC(O)=O)(C(O)=O)O. Given the product [Cl:1][C:2]1[CH:3]=[CH:4][C:5]2[N:11]3[CH:12]=[CH:13][CH:14]=[C:10]3[C@@H:9]([CH2:15][CH2:16][C:17]3[N:18]=[N:19][N:20]([CH2:22][C:23]([OH:25])=[O:24])[CH:21]=3)[O:8][C@H:7]([C:28]3[CH:33]=[CH:32][CH:31]=[C:30]([O:34][CH3:35])[C:29]=3[O:36][CH3:37])[C:6]=2[CH:38]=1, predict the reactants needed to synthesize it. (2) Given the product [CH3:36][NH:37][C:25]([C:23]1[CH:22]=[CH:21][CH:20]=[C:19]([C:16]2[CH:17]=[CH:18][C:13]([C@@H:11]([N:7]3[CH2:6][CH2:5][C@:4]([CH2:3][C:2]([OH:1])([CH3:34])[CH3:35])([C:28]4[CH:33]=[CH:32][CH:31]=[CH:30][CH:29]=4)[O:9][C:8]3=[O:10])[CH3:12])=[CH:14][CH:15]=2)[N:24]=1)=[O:26], predict the reactants needed to synthesize it. The reactants are: [OH:1][C:2]([CH3:35])([CH3:34])[CH2:3][C@@:4]1([C:28]2[CH:33]=[CH:32][CH:31]=[CH:30][CH:29]=2)[O:9][C:8](=[O:10])[N:7]([C@H:11]([C:13]2[CH:18]=[CH:17][C:16]([C:19]3[N:24]=[C:23]([C:25](O)=[O:26])[CH:22]=[CH:21][CH:20]=3)=[CH:15][CH:14]=2)[CH3:12])[CH2:6][CH2:5]1.[CH3:36][NH2:37]. (3) Given the product [C:20]([O:18][C:3]1[CH:4]=[CH:5][C:6]([C:7]2[C:16](=[O:42])[O:15][C:14]3[C:9]([CH:8]=2)=[CH:10][CH:11]=[C:12]([O:17][C:31](=[O:30])[CH3:32])[CH:13]=3)=[CH:1][CH:2]=1)(=[O:19])[CH3:21], predict the reactants needed to synthesize it. The reactants are: [CH:1]1[C:6]([C@H:7]2[CH2:16][O:15][C:14]3[CH:13]=[C:12]([OH:17])[CH:11]=[CH:10][C:9]=3[CH2:8]2)=[CH:5][CH:4]=[C:3]([OH:18])[CH:2]=1.[OH:19][C:20]1C=CC(CC(O)=O)=C[CH:21]=1.[OH:30][C:31]1C=C(O)C=C[C:32]=1C=O.C(OC(=O)C)(=[O:42])C.C(N(C(C)C)CC)(C)C.CN(C)C.C(N(C(C)C)C(C)C)(C)C.CN1CCCCC1.C(=O)(O)[O-].[Na+].C(=O)(O)[O-].[K+].C(=O)([O-])[O-].[K+].[K+].C(=O)([O-])[O-].[Na+].[Na+]. (4) Given the product [CH3:19][N:12]1[C:11]2[N:10]=[CH:9][N:8]([CH2:1][C:2]3[CH:7]=[CH:6][CH:5]=[CH:4][CH:3]=3)[C:16]=2[C:15](=[O:17])[NH:14][C:13]1=[O:18], predict the reactants needed to synthesize it. The reactants are: [CH2:1]([N:8]1[C:16]2[C:15](=[O:17])[NH:14][C:13](=[O:18])[N:12]([CH2:19]CCC)[C:11]=2[N:10]=[CH:9]1)[C:2]1[CH:7]=[CH:6][CH:5]=[CH:4][CH:3]=1.CI. (5) The reactants are: C(O[CH:4]=[C:5]([C:11]([O:13]CC)=O)[C:6]([O:8][CH2:9][CH3:10])=[O:7])C.[CH2:16]([N:19]([S:33]([CH2:36][C:37]1[CH:42]=[CH:41][CH:40]=[CH:39][CH:38]=1)(=[O:35])=[O:34])[C:20]([CH:22]1[CH2:27][CH2:26][N:25]([C:28](=[NH:32])[CH2:29][C:30]#[N:31])[CH2:24][CH2:23]1)=[O:21])[CH:17]=[CH2:18]. Given the product [CH2:16]([N:19]([S:33]([CH2:36][C:37]1[CH:42]=[CH:41][CH:40]=[CH:39][CH:38]=1)(=[O:35])=[O:34])[C:20]([CH:22]1[CH2:27][CH2:26][N:25]([C:28]2[NH:32][C:11](=[O:13])[C:5]([C:6]([O:8][CH2:9][CH3:10])=[O:7])=[CH:4][C:29]=2[C:30]#[N:31])[CH2:24][CH2:23]1)=[O:21])[CH:17]=[CH2:18], predict the reactants needed to synthesize it.